The task is: Predict the product of the given reaction.. This data is from Forward reaction prediction with 1.9M reactions from USPTO patents (1976-2016). (1) Given the reactants [C:1]1([C:8]2[CH:13]=[CH:12][C:11]([OH:14])=[CH:10][CH:9]=2)[CH:6]=[CH:5][C:4]([OH:7])=[CH:3][CH:2]=1.O[CH:16]([CH2:19][OH:20])[CH2:17][OH:18].[C:21]1(P(C2C=CC=CC=2)C2C=CC=CC=2)C=CC=CC=1.CC(OC(/N=N/C(OC(C)C)=O)=O)C, predict the reaction product. The product is: [OH:14][C:11]1[CH:12]=[CH:13][C:8]([C:1]2[CH:2]=[CH:3][C:4]([O:7][CH2:21][CH:16]([CH2:17][OH:18])[CH2:19][OH:20])=[CH:5][CH:6]=2)=[CH:9][CH:10]=1. (2) Given the reactants [C:1](O)(=O)[C:2]([CH3:5])([CH3:4])[CH3:3].[NH:8]([C:10](=[S:12])[NH2:11])[NH2:9].[OH-].[NH4+], predict the reaction product. The product is: [C:2]([C:1]1[S:12][C:10]([NH2:11])=[N:8][N:9]=1)([CH3:5])([CH3:4])[CH3:3]. (3) Given the reactants [C:1]([C:3]1[CH:4]=[C:5]([NH:9][C:10]2[CH2:14][CH2:13][C:12](=[O:15])[C:11]=2[CH3:16])[CH:6]=[CH:7][CH:8]=1)#[CH:2].[N:17]([CH2:20][C:21]1[CH:26]=[CH:25][CH:24]=[CH:23][CH:22]=1)=[N+:18]=[N-:19].O=C1O[C@H]([C@H](CO)O)C([O-])=C1O.[Na+], predict the reaction product. The product is: [CH2:20]([N:17]1[CH:2]=[C:1]([C:3]2[CH:4]=[C:5]([NH:9][C:10]3[CH2:14][CH2:13][C:12](=[O:15])[C:11]=3[CH3:16])[CH:6]=[CH:7][CH:8]=2)[N:19]=[N:18]1)[C:21]1[CH:26]=[CH:25][CH:24]=[CH:23][CH:22]=1.